The task is: Predict the reactants needed to synthesize the given product.. This data is from Full USPTO retrosynthesis dataset with 1.9M reactions from patents (1976-2016). (1) Given the product [CH:43]([S:44]([N:8]1[CH2:11][CH:10]([C:12]2[CH:33]=[CH:32][C:15]3[C:16]4[N:17]=[C:18]([C:24]5[N:25]([CH:29]([CH3:31])[CH3:30])[N:26]=[CH:27][N:28]=5)[S:19][C:20]=4[CH2:21][CH2:22][O:23][C:14]=3[CH:13]=2)[CH2:9]1)(=[O:46])=[O:45])=[CH2:42], predict the reactants needed to synthesize it. The reactants are: OC(C(F)(F)F)=O.[NH:8]1[CH2:11][CH:10]([C:12]2[CH:33]=[CH:32][C:15]3[C:16]4[N:17]=[C:18]([C:24]5[N:25]([CH:29]([CH3:31])[CH3:30])[N:26]=[CH:27][N:28]=5)[S:19][C:20]=4[CH2:21][CH2:22][O:23][C:14]=3[CH:13]=2)[CH2:9]1.C(N(CC)CC)C.Cl[CH2:42][CH2:43][S:44](Cl)(=[O:46])=[O:45]. (2) Given the product [NH2:19][CH2:18][CH:17]([CH2:27][C:28]1[CH:33]=[CH:32][C:31]([O:34][CH2:35][CH2:36][O:37][C:38]2[C:43]([Cl:44])=[CH:42][C:41]([CH3:45])=[CH:40][C:39]=2[Cl:46])=[CH:30][CH:29]=1)[C:16]([N:15]([CH2:14][C:3]1[C:2]([Cl:1])=[CH:7][N+:6]([O-:8])=[C:5]([CH2:9][CH2:10][CH2:11][O:12][CH3:13])[CH:4]=1)[CH:48]1[CH2:50][CH2:49]1)=[O:47], predict the reactants needed to synthesize it. The reactants are: [Cl:1][C:2]1[C:3]([CH2:14][N:15]([CH:48]2[CH2:50][CH2:49]2)[C:16](=[O:47])[CH:17]([CH2:27][C:28]2[CH:33]=[CH:32][C:31]([O:34][CH2:35][CH2:36][O:37][C:38]3[C:43]([Cl:44])=[CH:42][C:41]([CH3:45])=[CH:40][C:39]=3[Cl:46])=[CH:30][CH:29]=2)[CH2:18][NH:19]C(=O)OC(C)(C)C)=[CH:4][C:5]([CH2:9][CH2:10][CH2:11][O:12][CH3:13])=[N+:6]([O-:8])[CH:7]=1.Cl.